Predict the reaction yield, written as a fraction of the theoretical maximum amount of product (1.0 means a 100% yield; for example, 0.34 means a 34% yield). From a dataset of Reaction yield outcomes from USPTO patents with 853,638 reactions. (1) The reactants are [C:1]([N:20]1[C:24]([C:25](OC)=[O:26])=[CH:23][C:22]([C:29](OC)=[O:30])=[N:21]1)([C:14]1[CH:19]=[CH:18][CH:17]=[CH:16][CH:15]=1)([C:8]1[CH:13]=[CH:12][CH:11]=[CH:10][CH:9]=1)[C:2]1[CH:7]=[CH:6][CH:5]=[CH:4][CH:3]=1.[H-].[H-].[H-].[H-].[Li+].[Al+3]. The catalyst is C1COCC1.CCOCC. The product is [C:1]([N:20]1[C:24]([CH2:25][OH:26])=[CH:23][C:22]([CH2:29][OH:30])=[N:21]1)([C:2]1[CH:7]=[CH:6][CH:5]=[CH:4][CH:3]=1)([C:8]1[CH:9]=[CH:10][CH:11]=[CH:12][CH:13]=1)[C:14]1[CH:19]=[CH:18][CH:17]=[CH:16][CH:15]=1. The yield is 0.900. (2) The reactants are Br[C:2]1[C:3]([O:17][C:18]2[CH:23]=[CH:22][C:21]([Cl:24])=[CH:20][C:19]=2[C:25]#[N:26])=[C:4]2[C:9](=[CH:10][CH:11]=1)[N:8]([C:12]([O:14][CH3:15])=[O:13])[C@@H:7]([CH3:16])[CH2:6][CH2:5]2.CC1(C)C(C)(C)OB([C:35]2[CH:36]=[N:37][N:38]([CH:40]3[CH2:45][CH2:44][N:43]([C:46]([O:48][C:49]([CH3:52])([CH3:51])[CH3:50])=[O:47])[CH2:42][CH2:41]3)[CH:39]=2)O1.C(=O)([O-])[O-].[Cs+].[Cs+]. The catalyst is CC(C1C=C(C(C)C)C(C2C=CC=C(P(C3CCCCC3)C3CCCCC3)C=2)=C(C(C)C)C=1)C.C1C=[C-]C(C2C(N)=CC=CC=2)=CC=1.Cl[Pd+].O1CCOCC1.O. The product is [C:49]([O:48][C:46]([N:43]1[CH2:42][CH2:41][CH:40]([N:38]2[CH:39]=[C:35]([C:2]3[C:3]([O:17][C:18]4[CH:23]=[CH:22][C:21]([Cl:24])=[CH:20][C:19]=4[C:25]#[N:26])=[C:4]4[C:9](=[CH:10][CH:11]=3)[N:8]([C:12]([O:14][CH3:15])=[O:13])[C@@H:7]([CH3:16])[CH2:6][CH2:5]4)[CH:36]=[N:37]2)[CH2:45][CH2:44]1)=[O:47])([CH3:52])([CH3:50])[CH3:51]. The yield is 0.600. (3) The reactants are C([O:3][C:4](=[O:32])[CH:5]([C:7]1[C:8]([C:21]2[CH:26]=[CH:25][C:24]([CH3:27])=[CH:23][C:22]=2[O:28]CC=C)=[C:9]2[C:16]3[CH2:17][CH2:18][CH2:19][CH2:20][C:15]=3[S:14][C:10]2=[N:11][C:12]=1[CH3:13])[OH:6])C.I[CH2:34][CH3:35]. The catalyst is CC#N.[Ag]=O.[Ag-]=O. The product is [CH2:34]([O:6][CH:5]([C:7]1[C:8]([C:21]2[CH:26]=[CH:25][C:24]([CH3:27])=[CH:23][C:22]=2[OH:28])=[C:9]2[C:16]3[CH2:17][CH2:18][CH2:19][CH2:20][C:15]=3[S:14][C:10]2=[N:11][C:12]=1[CH3:13])[C:4]([OH:3])=[O:32])[CH3:35]. The yield is 0.220.